Dataset: Forward reaction prediction with 1.9M reactions from USPTO patents (1976-2016). Task: Predict the product of the given reaction. (1) Given the reactants [C:1](Cl)(=[O:3])[CH3:2].[OH:5][C@@H:6]1[C:12]2[CH:13]=[CH:14][CH:15]=[CH:16][C:11]=2[N:10]([C:17]([NH2:19])=[O:18])[C:9]2[CH:20]=[CH:21][CH:22]=[CH:23][C:8]=2[CH2:7]1.N1C=CC=CC=1, predict the reaction product. The product is: [CH3:2][C:1]([O:5][C@@H:6]1[C:12]2[CH:13]=[CH:14][CH:15]=[CH:16][C:11]=2[N:10]([C:17]([NH2:19])=[O:18])[C:9]2[CH:20]=[CH:21][CH:22]=[CH:23][C:8]=2[CH2:7]1)=[O:3]. (2) Given the reactants Br[C:2]1[CH:7]=[CH:6][CH:5]=[C:4]([Br:8])[N:3]=1.[F:9][C:10]1[CH:11]=[CH:12][C:13](C2C=CC=C(C3N4C=CC(C(O)(C)C)=NC4=NC=3)N=2)=[C:14]([CH:17]=1)[C:15]#[N:16], predict the reaction product. The product is: [Br:8][C:4]1[N:3]=[C:2]([C:13]2[CH:12]=[CH:11][C:10]([F:9])=[CH:17][C:14]=2[C:15]#[N:16])[CH:7]=[CH:6][CH:5]=1.